From a dataset of Full USPTO retrosynthesis dataset with 1.9M reactions from patents (1976-2016). Predict the reactants needed to synthesize the given product. (1) Given the product [CH:18]1([S:21]([N:24]2[CH:28]=[C:27]([C:29]3[N:34]=[C:33]([NH:35][C:2]4[N:7]=[CH:6][C:5]5[C:8]([NH:14][C:15](=[O:17])[CH3:16])=[CH:9][N:10]([CH:11]([CH3:13])[CH3:12])[C:4]=5[CH:3]=4)[CH:32]=[CH:31][N:30]=3)[CH:26]=[N:25]2)(=[O:22])=[O:23])[CH2:20][CH2:19]1, predict the reactants needed to synthesize it. The reactants are: Cl[C:2]1[N:7]=[CH:6][C:5]2[C:8]([NH:14][C:15](=[O:17])[CH3:16])=[CH:9][N:10]([CH:11]([CH3:13])[CH3:12])[C:4]=2[CH:3]=1.[CH:18]1([S:21]([N:24]2[CH:28]=[C:27]([C:29]3[N:34]=[C:33]([NH2:35])[CH:32]=[CH:31][N:30]=3)[CH:26]=[N:25]2)(=[O:23])=[O:22])[CH2:20][CH2:19]1.C1(P(C2CCCCC2)C2C=CC=CC=2C2C(C(C)C)=CC(C(C)C)=CC=2C(C)C)CCCCC1.C(=O)([O-])[O-].[Cs+].[Cs+]. (2) Given the product [F:26][C:2]([F:1])([F:27])[C:3]1[CH:8]=[CH:7][N:6]=[C:5]([NH:9][C:10]([C:12]2[CH:13]=[C:14]3[C:19](=[CH:20][CH:21]=2)[C:18]([O:22][CH3:23])=[N:17][N:16]=[C:15]3[OH:24])=[O:11])[CH:4]=1, predict the reactants needed to synthesize it. The reactants are: [F:1][C:2]([F:27])([F:26])[C:3]1[CH:8]=[CH:7][N:6]=[C:5]([NH:9][C:10]([C:12]2[CH:13]=[C:14]3[C:19](=[CH:20][CH:21]=2)[C:18]([O:22][CH3:23])=[N:17][N:16]=[C:15]3[O:24]C)=[O:11])[CH:4]=1.Br.[OH-].[Na+]. (3) Given the product [F:37][C:34]([F:35])([F:36])[C:29]([C:26]1[N:27]=[CH:28][C:23]([C:9]2[S:8][C:7]([C:5]([NH:4][CH2:3][C:2]([OH:1])([CH3:20])[CH3:21])=[O:6])=[N:11][C:10]=2[C:12]([N:14]2[CH2:18][CH2:17][CH2:16][C@@H:15]2[CH3:19])=[O:13])=[C:24]([C:39]([F:40])([F:41])[F:42])[CH:25]=1)([OH:38])[C:30]([F:33])([F:32])[F:31], predict the reactants needed to synthesize it. The reactants are: [OH:1][C:2]([CH3:21])([CH3:20])[CH2:3][NH:4][C:5]([C:7]1[S:8][CH:9]=[C:10]([C:12]([N:14]2[CH2:18][CH2:17][CH2:16][C@@H:15]2[CH3:19])=[O:13])[N:11]=1)=[O:6].Br[C:23]1[C:24]([C:39]([F:42])([F:41])[F:40])=[CH:25][C:26]([C:29]([OH:38])([C:34]([F:37])([F:36])[F:35])[C:30]([F:33])([F:32])[F:31])=[N:27][CH:28]=1.C1(P(C2CCCCC2)C2C=CC=CC=2C2C(OC(C)C)=CC=CC=2OC(C)C)CCCCC1.C(O)(=O)C(C)(C)C.C([O-])([O-])=O.[K+].[K+].C(#N)CCC. (4) Given the product [CH3:9][O:8][C:6]([C:5]1[C:4]([N+:13]([O-:15])=[O:14])=[C:3]([CH:12]=[CH:11][CH:10]=1)[CH:1]=[N:16][C:17]1([CH3:30])[CH2:18][CH2:19][N:20]([C:23]([O:25][C:26]([CH3:29])([CH3:28])[CH3:27])=[O:24])[CH2:21][CH2:22]1)=[O:7], predict the reactants needed to synthesize it. The reactants are: [CH:1]([C:3]1[C:4]([N+:13]([O-:15])=[O:14])=[C:5]([CH:10]=[CH:11][CH:12]=1)[C:6]([O:8][CH3:9])=[O:7])=O.[NH2:16][C:17]1([CH3:30])[CH2:22][CH2:21][N:20]([C:23]([O:25][C:26]([CH3:29])([CH3:28])[CH3:27])=[O:24])[CH2:19][CH2:18]1. (5) Given the product [F:1][C:2]1[CH:3]=[C:4]([C:8]2[C:17]([CH2:18][NH:19][C:39]3[N:47]=[CH:46][N:45]=[C:44]4[C:40]=3[N:41]=[CH:42][NH:43]4)=[CH:16][C:15]3[C:10](=[C:11]([S:27]([CH3:30])(=[O:28])=[O:29])[CH:12]=[CH:13][CH:14]=3)[N:9]=2)[CH:5]=[CH:6][CH:7]=1, predict the reactants needed to synthesize it. The reactants are: [F:1][C:2]1[CH:3]=[C:4]([C:8]2[C:17]([CH2:18][NH:19]C(=O)OC(C)(C)C)=[CH:16][C:15]3[C:10](=[C:11]([S:27]([CH3:30])(=[O:29])=[O:28])[CH:12]=[CH:13][CH:14]=3)[N:9]=2)[CH:5]=[CH:6][CH:7]=1.C(O)(C(F)(F)F)=O.Cl[C:39]1[N:47]=[CH:46][N:45]=[C:44]2[C:40]=1[NH:41][CH:42]=[N:43]2.CCN(C(C)C)C(C)C. (6) The reactants are: [K+].[Cl:2][C:3]1[CH:8]=[CH:7][C:6]([CH2:9][C:10]([NH:12][C:13]2[CH:14]=[C:15]([C:19]([C:21]3[C:29]4[CH:28]=[N:27][CH:26]=[N:25][C:24]=4[N:23]([CH2:30][C:31]([O-])=[O:32])[CH:22]=3)=[O:20])[CH:16]=[N:17][CH:18]=2)=[O:11])=[CH:5][CH:4]=1.Cl.CN.[CH3:37][N:38](C(ON1N=NC2C=CC=NC1=2)=[N+](C)C)C.F[P-](F)(F)(F)(F)F. Given the product [Cl:2][C:3]1[CH:4]=[CH:5][C:6]([CH2:9][C:10]([NH:12][C:13]2[CH:18]=[N:17][CH:16]=[C:15]([C:19]([C:21]3[C:29]4[CH:28]=[N:27][CH:26]=[N:25][C:24]=4[N:23]([CH2:30][C:31]([NH:38][CH3:37])=[O:32])[CH:22]=3)=[O:20])[CH:14]=2)=[O:11])=[CH:7][CH:8]=1, predict the reactants needed to synthesize it. (7) Given the product [OH:1][C@@H:2]([CH2:19][N:20]1[CH2:24][C@@H:23]([C:25]2[C:34]3[C:29](=[CH:30][CH:31]=[C:32]([O:35][CH3:36])[N:33]=3)[N:28]=[CH:27][CH:26]=2)[O:22][C:21]1=[O:37])[CH2:3][NH:4][S:5]([C:8]1[CH:9]=[CH:10][C:11]2[S:16][CH2:15][C:14](=[O:17])[NH:13][C:12]=2[CH:18]=1)(=[O:6])=[O:7], predict the reactants needed to synthesize it. The reactants are: [OH:1][C@H:2]([CH2:19][N:20]1[CH2:24][C@@H:23]([C:25]2[C:34]3[C:29](=[CH:30][CH:31]=[C:32]([O:35][CH3:36])[N:33]=3)[N:28]=[CH:27][CH:26]=2)[O:22][C:21]1=[O:37])[CH2:3][NH:4][S:5]([C:8]1[CH:9]=[CH:10][C:11]2[S:16][CH2:15][C:14](=[O:17])[NH:13][C:12]=2[CH:18]=1)(=[O:7])=[O:6].CC1(C)O[C@H](CN)CO1. (8) Given the product [CH2:11]([O:18][C@@H:19]1[CH2:41][C@@H:40]2[C@:35]([CH3:49])([CH2:36][CH2:37][C@H:38]([O:42][CH:43]3[CH2:48][CH2:47][CH2:46][CH2:45][O:44]3)[CH2:39]2)[C@@H:34]2[C@@H:20]1[C@H:21]1[C@:31]([CH3:50])([CH2:32][CH2:33]2)[C@@H:24]([C@H:25]([CH3:30])[CH2:26][CH2:27][CH:28]=[O:29])[CH2:23][CH2:22]1)[C:12]1[CH:13]=[CH:14][CH:15]=[CH:16][CH:17]=1, predict the reactants needed to synthesize it. The reactants are: CS(C)=O.C(Cl)(=O)C(Cl)=O.[CH2:11]([O:18][C@@H:19]1[CH2:41][C@@H:40]2[C@:35]([CH3:49])([CH2:36][CH2:37][C@H:38]([O:42][CH:43]3[CH2:48][CH2:47][CH2:46][CH2:45][O:44]3)[CH2:39]2)[C@@H:34]2[C@@H:20]1[C@H:21]1[C@:31]([CH3:50])([CH2:32][CH2:33]2)[C@@H:24]([C@H:25]([CH3:30])[CH2:26][CH2:27][CH2:28][OH:29])[CH2:23][CH2:22]1)[C:12]1[CH:17]=[CH:16][CH:15]=[CH:14][CH:13]=1.C(N(C(C)C)CC)(C)C.C([O-])(O)=O.[Na+].